This data is from Peptide-MHC class I binding affinity with 185,985 pairs from IEDB/IMGT. The task is: Regression. Given a peptide amino acid sequence and an MHC pseudo amino acid sequence, predict their binding affinity value. This is MHC class I binding data. (1) The peptide sequence is ITNTKSDNII. The MHC is HLA-A02:01 with pseudo-sequence HLA-A02:01. The binding affinity (normalized) is 0. (2) The peptide sequence is KQLEYSWVL. The MHC is HLA-A02:11 with pseudo-sequence HLA-A02:11. The binding affinity (normalized) is 1.00. (3) The peptide sequence is ELADQLIHL. The MHC is HLA-A02:19 with pseudo-sequence HLA-A02:19. The binding affinity (normalized) is 0.820.